Dataset: Peptide-MHC class II binding affinity with 134,281 pairs from IEDB. Task: Regression. Given a peptide amino acid sequence and an MHC pseudo amino acid sequence, predict their binding affinity value. This is MHC class II binding data. The peptide sequence is TNLKVQLIRMAEAEM. The MHC is HLA-DQA10303-DQB10402 with pseudo-sequence HLA-DQA10303-DQB10402. The binding affinity (normalized) is 0.371.